Dataset: Full USPTO retrosynthesis dataset with 1.9M reactions from patents (1976-2016). Task: Predict the reactants needed to synthesize the given product. (1) Given the product [CH3:24][S:25]([N:1]([C:2]1[C:7]([Cl:8])=[CH:6][C:5]([C:9]([N:11]2[C:16]3[CH:17]=[CH:18][CH:19]=[CH:20][C:15]=3[O:14][CH2:13][CH2:12]2)=[O:10])=[CH:4][C:3]=1[Cl:21])[S:25]([CH3:24])(=[O:27])=[O:26])(=[O:27])=[O:26], predict the reactants needed to synthesize it. The reactants are: [NH2:1][C:2]1[C:7]([Cl:8])=[CH:6][C:5]([C:9]([N:11]2[C:16]3[CH:17]=[CH:18][CH:19]=[CH:20][C:15]=3[O:14][CH2:13][CH2:12]2)=[O:10])=[CH:4][C:3]=1[Cl:21].[H-].[Na+].[CH3:24][S:25](Cl)(=[O:27])=[O:26].C(O)(=O)CC(CC(O)=O)(C(O)=O)O. (2) Given the product [CH3:1][C:2]1[O:6][C:5]([C:7]2[CH:8]=[CH:9][C:10]([C:26]3[N:27]=[N:28][C:29]([CH3:32])=[CH:30][CH:31]=3)=[CH:11][CH:12]=2)=[N:4][C:3]=1[CH2:22][CH2:23][OH:24], predict the reactants needed to synthesize it. The reactants are: [CH3:1][C:2]1[O:6][C:5]([C:7]2[CH:12]=[CH:11][C:10](B3OC(C)(C)C(C)(C)O3)=[CH:9][CH:8]=2)=[N:4][C:3]=1[CH2:22][CH2:23][OH:24].I[C:26]1[N:27]=[N:28][C:29]([CH3:32])=[CH:30][CH:31]=1.C(Cl)Cl.C(=O)([O-])[O-].[Na+].[Na+].